Dataset: Full USPTO retrosynthesis dataset with 1.9M reactions from patents (1976-2016). Task: Predict the reactants needed to synthesize the given product. (1) Given the product [CH3:1][N:2]1[CH2:6][CH2:5][CH2:4][N:3]1[C:8]([O:10][C:11]([CH3:14])([CH3:13])[CH3:12])=[O:9], predict the reactants needed to synthesize it. The reactants are: [CH3:1][N:2]1[C:6](=O)[CH2:5][CH2:4][N:3]1[C:8]([O:10][C:11]([CH3:14])([CH3:13])[CH3:12])=[O:9].CO. (2) Given the product [Cl:27][C:28]1[CH:29]=[C:30]([C:35]2[C:43]([C:44]([NH2:46])=[O:45])=[C:38]3[CH2:39][N:40]([C:16]([NH:8][C:3]4([C:1]#[N:2])[CH2:7][CH2:6][O:5][CH2:4]4)=[O:18])[CH2:41][CH2:42][N:37]3[N:36]=2)[CH:31]=[CH:32][C:33]=1[F:34], predict the reactants needed to synthesize it. The reactants are: [C:1]([C:3]1([NH:8]S(C(C)(C)C)=O)[CH2:7][CH2:6][O:5][CH2:4]1)#[N:2].Cl[C:16](Cl)([O:18]C(=O)OC(Cl)(Cl)Cl)Cl.[Cl:27][C:28]1[CH:29]=[C:30]([C:35]2[C:43]([C:44]([NH2:46])=[O:45])=[C:38]3[CH2:39][NH:40][CH2:41][CH2:42][N:37]3[N:36]=2)[CH:31]=[CH:32][C:33]=1[F:34]. (3) Given the product [Br:1][C:2]1[CH:3]=[CH:4][C:5]([CH2:6][O:7][CH2:8][C@@H:9]([CH3:12])[CH2:10][O:11][Si:23]([CH:28]([CH3:30])[CH3:29])([CH:25]([CH3:27])[CH3:26])[CH:20]([CH3:22])[CH3:21])=[CH:13][CH:14]=1, predict the reactants needed to synthesize it. The reactants are: [Br:1][C:2]1[CH:14]=[CH:13][C:5]([CH2:6][O:7][CH2:8][C@@H:9]([CH3:12])[CH2:10][OH:11])=[CH:4][CH:3]=1.N1C=CN=C1.[CH:20]([Si:23]([CH:28]([CH3:30])[CH3:29])([CH:25]([CH3:27])[CH3:26])Cl)([CH3:22])[CH3:21]. (4) The reactants are: Br[C:2]1[CH:11]=[C:10]([F:12])[C:9]([OH:13])=[C:8]2[C:3]=1[CH:4]=[CH:5][C:6]([O:14][CH3:15])=[N:7]2.[C:16]([O:20][CH2:21][CH3:22])(=[O:19])[CH:17]=[CH2:18].C1(C(N)C2CCCCC2)CCCCC1. Given the product [F:12][C:10]1[C:9]([OH:13])=[C:8]2[C:3]([CH:4]=[CH:5][C:6]([O:14][CH3:15])=[N:7]2)=[C:2](/[CH:18]=[CH:17]/[C:16]([O:20][CH2:21][CH3:22])=[O:19])[CH:11]=1, predict the reactants needed to synthesize it.